Dataset: Reaction yield outcomes from USPTO patents with 853,638 reactions. Task: Predict the reaction yield, written as a fraction of the theoretical maximum amount of product (1.0 means a 100% yield; for example, 0.34 means a 34% yield). (1) The reactants are [CH3:1][C:2]1[CH:11]=[CH:10][C:9]2[C:4](=[CH:5][CH:6]=[CH:7][C:8]=2[N:12]2[CH2:17][CH2:16][N:15]([CH2:18][CH2:19][CH2:20][C:21]3[C:30]4[O:29][CH2:28][C:27]5=[C:31](C(O)=O)[N:32]=[CH:33][N:26]5[C:25]=4[CH:24]=[CH:23][CH:22]=3)[CH2:14][CH2:13]2)[N:3]=1.[Cl:37]C1C=CC=CC=1Cl. No catalyst specified. The product is [ClH:37].[ClH:37].[CH3:1][C:2]1[CH:11]=[CH:10][C:9]2[C:4](=[CH:5][CH:6]=[CH:7][C:8]=2[N:12]2[CH2:17][CH2:16][N:15]([CH2:18][CH2:19][CH2:20][C:21]3[C:30]4[O:29][CH2:28][C:27]5=[CH:31][N:32]=[CH:33][N:26]5[C:25]=4[CH:24]=[CH:23][CH:22]=3)[CH2:14][CH2:13]2)[N:3]=1. The yield is 0.720. (2) The reactants are [NH:1]1[C:5]2[CH:6]=[CH:7][CH:8]=[CH:9][C:4]=2[N:3]=[C:2]1[CH2:10][C:11]1[CH:19]=[CH:18][C:14]([C:15]([OH:17])=O)=[CH:13][CH:12]=1.Cl.CN(C)CCCN=C=NCC.ON1C2C=CC=CC=2N=N1.[N:42]1([C@H:47]2[CH2:51][CH2:50][NH:49][CH2:48]2)[CH2:46][CH2:45][CH2:44][CH2:43]1. The catalyst is CN(C=O)C. The product is [NH:3]1[C:4]2[CH:9]=[CH:8][CH:7]=[CH:6][C:5]=2[N:1]=[C:2]1[CH2:10][C:11]1[CH:12]=[CH:13][C:14]([C:15]([N:49]2[CH2:50][CH2:51][C@H:47]([N:42]3[CH2:46][CH2:45][CH2:44][CH2:43]3)[CH2:48]2)=[O:17])=[CH:18][CH:19]=1. The yield is 0.730. (3) The reactants are [CH:1]([C:4]1[CH:12]=[CH:11][C:7]([C:8]([NH2:10])=[NH:9])=[CH:6][CH:5]=1)([CH3:3])[CH3:2].Br[CH2:14][C:15]([C:17]1[CH:18]=[C:19]([CH:24]=[CH:25][CH:26]=1)[C:20]([O:22][CH3:23])=[O:21])=O. The catalyst is C(Cl)(Cl)Cl. The product is [CH:1]([C:4]1[CH:12]=[CH:11][C:7]([C:8]2[NH:10][C:15]([C:17]3[CH:18]=[C:19]([CH:24]=[CH:25][CH:26]=3)[C:20]([O:22][CH3:23])=[O:21])=[CH:14][N:9]=2)=[CH:6][CH:5]=1)([CH3:3])[CH3:2]. The yield is 0.330. (4) The reactants are [CH2:1]([NH:19][C:20](=[O:45])[CH2:21][CH2:22][CH:23]([CH:25]1[C:41]2([CH3:42])[CH:28]([CH:29]3[CH:38]([CH2:39][CH2:40]2)[C:37]2([CH3:43])[CH:32]([CH2:33][CH:34]([OH:44])[CH2:35][CH2:36]2)[CH2:31][CH2:30]3)[CH2:27][CH2:26]1)[CH3:24])[CH2:2][CH2:3][CH2:4][CH2:5][CH2:6][CH2:7][CH2:8][CH2:9][CH2:10][CH2:11][CH2:12][CH2:13][CH2:14][CH2:15][CH2:16][CH2:17][CH3:18].[C:46](=O)([O:55]N1C(=O)CCC1=O)[O:47][N:48]1[C:52](=[O:53])[CH2:51][CH2:50][C:49]1=[O:54].C(N(CC)CC)C.C(#N)C. The catalyst is ClCCl. The product is [O:54]=[C:49]1[CH2:50][CH2:51][C:52](=[O:53])[N:48]1[O:47][C:46](=[O:55])[O:44][CH:34]1[CH2:33][CH:32]2[C:37]([CH3:43])([CH:38]3[CH:29]([CH2:30][CH2:31]2)[CH:28]2[C:41]([CH3:42])([CH:25]([CH:23]([CH3:24])[CH2:22][CH2:21][C:20](=[O:45])[NH:19][CH2:1][CH2:2][CH2:3][CH2:4][CH2:5][CH2:6][CH2:7][CH2:8][CH2:9][CH2:10][CH2:11][CH2:12][CH2:13][CH2:14][CH2:15][CH2:16][CH2:17][CH3:18])[CH2:26][CH2:27]2)[CH2:40][CH2:39]3)[CH2:36][CH2:35]1. The yield is 0.810. (5) The reactants are [NH2:1][C:2]1[CH:7]=[CH:6][C:5]([O:8][CH3:9])=[CH:4][N:3]=1.Br[CH:11]([CH2:14][C:15]([CH3:20])([N+:17]([O-:19])=[O:18])[CH3:16])[CH:12]=O. The catalyst is ClCCl. The product is [CH3:16][C:15]([N+:17]([O-:19])=[O:18])([CH3:20])[CH2:14][C:11]1[N:3]2[CH:4]=[C:5]([O:8][CH3:9])[CH:6]=[CH:7][C:2]2=[N:1][CH:12]=1. The yield is 0.420. (6) The reactants are [Se-2:1].[Na+].[Na+].Cl[C:5]([C:9]([CH3:12])([CH3:11])[CH3:10])=[CH:6][C:7]#[N:8].Cl[CH2:14][C:15]([O:17][CH2:18][CH3:19])=[O:16].C[O-].[Na+]. The catalyst is CN(C=O)C.CO. The product is [NH2:8][C:7]1[CH:6]=[C:5]([C:9]([CH3:12])([CH3:11])[CH3:10])[Se:1][C:14]=1[C:15]([O:17][CH2:18][CH3:19])=[O:16]. The yield is 0.650.